This data is from Full USPTO retrosynthesis dataset with 1.9M reactions from patents (1976-2016). The task is: Predict the reactants needed to synthesize the given product. (1) Given the product [CH2:21]([C:23]1[N:28]=[C:27]2[N:29]([C:32]3[CH:37]=[CH:36][C:35]([F:38])=[CH:34][CH:33]=3)[N:30]=[CH:31][C:26]2=[C:25]([NH:39][CH2:12][C:10]([OH:11])([CH2:9][C:8]([C:6]2[CH:7]=[C:2]([F:1])[CH:3]=[CH:4][C:5]=2[O:19][CH3:20])([CH3:18])[CH3:17])[C:13]([F:16])([F:15])[F:14])[N:24]=1)[CH3:22], predict the reactants needed to synthesize it. The reactants are: [F:1][C:2]1[CH:3]=[CH:4][C:5]([O:19][CH3:20])=[C:6]([C:8]([CH3:18])([CH3:17])[CH2:9][C:10]2([C:13]([F:16])([F:15])[F:14])[CH2:12][O:11]2)[CH:7]=1.[CH2:21]([C:23]1[N:28]=[C:27]2[N:29]([C:32]3[CH:37]=[CH:36][C:35]([F:38])=[CH:34][CH:33]=3)[N:30]=[CH:31][C:26]2=[C:25]([NH2:39])[N:24]=1)[CH3:22]. (2) Given the product [F:28][C:13]1[CH:14]=[C:15]([C:18]2[CH:27]=[C:26]3[C:21]([CH:22]=[CH:23][CH:24]=[N:25]3)=[CH:20][CH:19]=2)[CH:16]=[CH:17][C:12]=1[N:7]1[C:6]([CH2:5][CH:3]2[CH2:4][N:1]([C:33]([C:30]3([CH3:29])[CH2:32][CH2:31]3)=[O:34])[CH2:2]2)=[N:10][NH:9][C:8]1=[O:11], predict the reactants needed to synthesize it. The reactants are: [NH:1]1[CH2:4][CH:3]([CH2:5][C:6]2[N:7]([C:12]3[CH:17]=[CH:16][C:15]([C:18]4[CH:27]=[C:26]5[C:21]([CH:22]=[CH:23][CH:24]=[N:25]5)=[CH:20][CH:19]=4)=[CH:14][C:13]=3[F:28])[C:8](=[O:11])[NH:9][N:10]=2)[CH2:2]1.[CH3:29][C:30]1([C:33](O)=[O:34])[CH2:32][CH2:31]1.Cl.CN(C)CCCN=C=NCC.C(N(CC)C(C)C)(C)C.N1(O)C2C=CC=CC=2N=N1.